Predict the reactants needed to synthesize the given product. From a dataset of Full USPTO retrosynthesis dataset with 1.9M reactions from patents (1976-2016). (1) Given the product [Cl:11][C:12]1[C:13]([N+:19]([O-:21])=[O:20])=[C:14]([CH:15]=[CH:16][CH:17]=1)[NH:3][C:4]1[CH:9]=[CH:8][C:7]([CH3:10])=[CH:6][CH:5]=1, predict the reactants needed to synthesize it. The reactants are: [H-].[Na+].[NH2:3][C:4]1[CH:9]=[CH:8][C:7]([CH3:10])=[CH:6][CH:5]=1.[Cl:11][C:12]1[CH:17]=[CH:16][CH:15]=[C:14](Cl)[C:13]=1[N+:19]([O-:21])=[O:20].Cl. (2) The reactants are: Cl[C:2]1[CH:7]=[CH:6][N:5]=[C:4]2[CH:8]=[C:9]([C:11]([N:13]3[CH2:17][CH2:16][CH2:15][CH2:14]3)=[O:12])[S:10][C:3]=12.FC1C=C([N+]([O-])=O)C=CC=1OC1C=CN=C2C=C(C(N(C)C)=O)SC=12.[Cl:43][C:44]1[CH:49]=[C:48]([N+:50]([O-:52])=[O:51])[CH:47]=[C:46]([Cl:53])[C:45]=1[OH:54]. Given the product [Cl:43][C:44]1[CH:49]=[C:48]([N+:50]([O-:52])=[O:51])[CH:47]=[C:46]([Cl:53])[C:45]=1[O:54][C:2]1[CH:7]=[CH:6][N:5]=[C:4]2[CH:8]=[C:9]([C:11]([N:13]3[CH2:17][CH2:16][CH2:15][CH2:14]3)=[O:12])[S:10][C:3]=12, predict the reactants needed to synthesize it. (3) Given the product [Cl:1][C:2]1[N:7]=[C:6]([NH:8][C:11]2[CH:18]=[CH:17][C:14]([C:15]#[N:16])=[C:13]([Cl:19])[CH:12]=2)[C:5]([CH3:9])=[CH:4][N:3]=1, predict the reactants needed to synthesize it. The reactants are: [Cl:1][C:2]1[N:7]=[C:6]([NH2:8])[C:5]([CH3:9])=[CH:4][N:3]=1.Br[C:11]1[CH:18]=[CH:17][C:14]([C:15]#[N:16])=[C:13]([Cl:19])[CH:12]=1.C([O-])([O-])=O.[Cs+].[Cs+].C1(P(C2C=CC=CC=2)C2C3OC4C(=CC=CC=4P(C4C=CC=CC=4)C4C=CC=CC=4)C(C)(C)C=3C=CC=2)C=CC=CC=1.